From a dataset of Catalyst prediction with 721,799 reactions and 888 catalyst types from USPTO. Predict which catalyst facilitates the given reaction. (1) The catalyst class is: 4. Reactant: [Cl:1][C:2]1[CH:37]=[CH:36][C:35]([CH2:38][CH2:39][CH2:40][O:41][CH3:42])=[CH:34][C:3]=1[CH2:4][N:5]([CH:31]1[CH2:33][CH2:32]1)[C:6]([C@@H:8]1[C@:13]([C:16]2[CH:21]=[CH:20][C:19]([F:22])=[C:18]([F:23])[CH:17]=2)([O:14][CH3:15])[CH2:12][CH2:11][N:10](C(OC(C)(C)C)=O)[CH2:9]1)=[O:7].Cl. Product: [Cl:1][C:2]1[CH:37]=[CH:36][C:35]([CH2:38][CH2:39][CH2:40][O:41][CH3:42])=[CH:34][C:3]=1[CH2:4][N:5]([CH:31]1[CH2:32][CH2:33]1)[C:6]([CH:8]1[C:13]([C:16]2[CH:21]=[CH:20][C:19]([F:22])=[C:18]([F:23])[CH:17]=2)([O:14][CH3:15])[CH2:12][CH2:11][NH:10][CH2:9]1)=[O:7]. (2) Reactant: [Cl:1][C:2]1[N:7]=[C:6](Cl)[CH:5]=[CH:4][N:3]=1.[CH3:9][C:10]1[C:14]([CH3:15])=[C:13]([NH2:16])[O:12][N:11]=1.CC1(C)C2C(=C(P(C3C=CC=CC=3)C3C=CC=CC=3)C=CC=2)OC2C(P(C3C=CC=CC=3)C3C=CC=CC=3)=CC=CC1=2.CC(C)([O-])C.[Na+]. Product: [Cl:1][C:2]1[N:7]=[C:6]([NH:16][C:13]2[O:12][N:11]=[C:10]([CH3:9])[C:14]=2[CH3:15])[CH:5]=[CH:4][N:3]=1. The catalyst class is: 101. (3) Reactant: CC(C)([O-])C.[K+].[CH:7]([N:9]1[CH2:13][CH2:12][CH2:11][C:10]1=[O:14])=[CH2:8].[Br:15][C:16]1[CH:25]=[CH:24][C:19]([C:20](OC)=[O:21])=[CH:18][CH:17]=1.Cl. The catalyst class is: 20. Product: [Br:15][C:16]1[CH:25]=[CH:24][C:19]([C:20]([CH:11]2[CH2:12][CH2:13][N:9]([CH:7]=[CH2:8])[C:10]2=[O:14])=[O:21])=[CH:18][CH:17]=1. (4) Reactant: I[C:2]1[CH:7]=[CH:6][N:5]=[C:4]2[N:8](C(=O)C)[CH:9]=[CH:10][C:3]=12.C(N(CC)CC)C.CO.[C]=O.C[CH2:26][O:27][C:28](C)=[O:29]. Product: [NH:8]1[C:4]2[N:5]=[CH:6][CH:7]=[C:2]([C:28]([O:27][CH3:26])=[O:29])[C:3]=2[CH:10]=[CH:9]1. The catalyst class is: 73.